From a dataset of CYP1A2 inhibition data for predicting drug metabolism from PubChem BioAssay. Regression/Classification. Given a drug SMILES string, predict its absorption, distribution, metabolism, or excretion properties. Task type varies by dataset: regression for continuous measurements (e.g., permeability, clearance, half-life) or binary classification for categorical outcomes (e.g., BBB penetration, CYP inhibition). Dataset: cyp1a2_veith. (1) The compound is Clc1ccc(-c2nnc(CCc3ccccc3)o2)c(Cl)c1. The result is 1 (inhibitor). (2) The molecule is Cc1ccc(-c2nc3ccccc3[nH]2)cc1NC(=O)c1sc2ccccc2c1Cl. The result is 1 (inhibitor). (3) The compound is Cc1ccccc1-c1ccc2ncnc(NCCN3CCOCC3)c2c1. The result is 1 (inhibitor). (4) The compound is COc1ccc2nc3cc(Cl)ccc3c(Nc3ccc(O)c(CN4CCN(C)CC4)c3)c2c1. The result is 1 (inhibitor). (5) The molecule is CC(=NCCN1CCN(C(=S)Nc2ccccc2)CC1)C1=C(O)CC(C)(C)CC1=O. The result is 0 (non-inhibitor). (6) The compound is CN(C)C(=O)c1ccc(-c2ccc3ncnc(N4CCNCC4)c3c2)cc1. The result is 0 (non-inhibitor). (7) The molecule is COc1ncc2nc(-c3ccccc3)c(=O)n(Cc3cccs3)c2n1. The result is 1 (inhibitor).